From a dataset of Reaction yield outcomes from USPTO patents with 853,638 reactions. Predict the reaction yield, written as a fraction of the theoretical maximum amount of product (1.0 means a 100% yield; for example, 0.34 means a 34% yield). (1) The reactants are [OH:1][C:2]1[CH:9]=[CH:8][C:5]([CH:6]=[O:7])=[CH:4][CH:3]=1.[Br:10]Br.O. The catalyst is C(Cl)(Cl)Cl. The product is [Br:10][C:3]1[CH:4]=[C:5]([CH:8]=[CH:9][C:2]=1[OH:1])[CH:6]=[O:7]. The yield is 1.00. (2) The reactants are [NH2:1][C:2]1[CH:7]=[C:6]([CH2:8][O:9][C:10]2[C:19]3[C:14](=[CH:15][CH:16]=[CH:17][CH:18]=3)[C:13]([NH:20][C:21]([NH:23][C:24]3[N:28]([C:29]4[CH:34]=[CH:33][C:32]([CH3:35])=[CH:31][CH:30]=4)[N:27]=[C:26]([C:36]([CH3:39])([CH3:38])[CH3:37])[CH:25]=3)=[O:22])=[CH:12][CH:11]=2)[CH:5]=[CH:4][N:3]=1.C[N:41]=[C:42]=[O:43].N1C=CC=C[CH:45]=1. No catalyst specified. The product is [CH3:45][N:1]([C:2]1[CH:7]=[C:6]([CH2:8][O:9][C:10]2[C:19]3[C:14](=[CH:15][CH:16]=[CH:17][CH:18]=3)[C:13]([NH:20][C:21]([NH:23][C:24]3[N:28]([C:29]4[CH:30]=[CH:31][C:32]([CH3:35])=[CH:33][CH:34]=4)[N:27]=[C:26]([C:36]([CH3:39])([CH3:38])[CH3:37])[CH:25]=3)=[O:22])=[CH:12][CH:11]=2)[CH:5]=[CH:4][N:3]=1)[C:42]([NH2:41])=[O:43]. The yield is 0.450. (3) The reactants are [NH2:1][C:2]1[N:7]=[C:6]([C:8]([NH:10][CH2:11][C:12]2[N:13](COCC[Si](C)(C)C)[CH:14]=[CH:15][N:16]=2)=[O:9])[CH:5]=[C:4]([C:25]2[O:26][CH:27]=[CH:28][CH:29]=2)[N:3]=1.Cl. The catalyst is CO. The product is [NH2:1][C:2]1[N:7]=[C:6]([C:8]([NH:10][CH2:11][C:12]2[NH:13][CH:14]=[CH:15][N:16]=2)=[O:9])[CH:5]=[C:4]([C:25]2[O:26][CH:27]=[CH:28][CH:29]=2)[N:3]=1. The yield is 0.710.